From a dataset of Reaction yield outcomes from USPTO patents with 853,638 reactions. Predict the reaction yield, written as a fraction of the theoretical maximum amount of product (1.0 means a 100% yield; for example, 0.34 means a 34% yield). (1) The reactants are Br[C:2]1[CH:7]=[CH:6][C:5]([N+:8]([O-:10])=[O:9])=[C:4]([CH3:11])[N:3]=1.[NH:12]1[CH:16]=[N:15][CH:14]=[N:13]1.C(=O)([O-])[O-].[K+].[K+].O. The catalyst is CS(C)=O. The product is [CH3:11][C:4]1[C:5]([N+:8]([O-:10])=[O:9])=[CH:6][CH:7]=[C:2]([N:12]2[CH:16]=[N:15][CH:14]=[N:13]2)[N:3]=1. The yield is 0.710. (2) The reactants are Br[C:2]1[C:11]([O:12][CH3:13])=[CH:10][C:5]([C:6]([O:8][CH3:9])=[O:7])=[C:4]([Cl:14])[CH:3]=1.C([O-])([O-])=O.[K+].[K+].[B-](F)(F)(F)[CH:22]=[CH2:23].[K+].CS(C)=O. The catalyst is C1C=CC(P(C2C=CC=CC=2)[C-]2C=CC=C2)=CC=1.C1C=CC(P(C2C=CC=CC=2)[C-]2C=CC=C2)=CC=1.Cl[Pd]Cl.[Fe+2].O. The product is [Cl:14][C:4]1[CH:3]=[C:2]([CH:22]=[CH2:23])[C:11]([O:12][CH3:13])=[CH:10][C:5]=1[C:6]([O:8][CH3:9])=[O:7]. The yield is 0.850. (3) The reactants are N[C:2]1[CH:7]=[CH:6][C:5]([C:8]2[NH:25][C:11]3[CH:12]=[N:13][C:14]([NH:16][C:17]([C:19]4[CH:24]=[CH:23][CH:22]=[CH:21][N:20]=4)=[O:18])=[CH:15][C:10]=3[N:9]=2)=[CH:4][CH:3]=1.[C:26]12([C:36](Cl)=[O:37])[CH2:35][CH:30]3[CH2:31][CH:32]([CH2:34][CH:28]([CH2:29]3)[CH2:27]1)[CH2:33]2.C([O-])([O-])=O.[K+].[K+]. The catalyst is N1C=CC=CC=1. The product is [C:26]12([C:36]([C:2]3[CH:3]=[CH:4][C:5]([C:8]4[NH:25][C:11]5[CH:12]=[N:13][C:14]([NH:16][C:17]([C:19]6[CH:24]=[CH:23][CH:22]=[CH:21][N:20]=6)=[O:18])=[CH:15][C:10]=5[N:9]=4)=[CH:6][CH:7]=3)=[O:37])[CH2:35][CH:30]3[CH2:31][CH:32]([CH2:34][CH:28]([CH2:29]3)[CH2:27]1)[CH2:33]2. The yield is 0.400. (4) The reactants are [Cl:1][C:2]1[CH:7]=[CH:6][C:5]([CH:8]2[CH2:13][CH:12]([S:14]([C:17]3[CH:22]=[CH:21][CH:20]=[C:19]([C:23]([F:26])([F:25])[F:24])[CH:18]=3)(=[O:16])=[O:15])[CH2:11][CH2:10][O:9]2)=[CH:4][CH:3]=1.C([Li])CCC.[CH3:32][O:33][CH2:34]Cl. The catalyst is C1COCC1. The product is [Cl:1][C:2]1[CH:7]=[CH:6][C:5]([CH:8]2[CH2:13][C:12]([CH2:32][O:33][CH3:34])([S:14]([C:17]3[CH:22]=[CH:21][CH:20]=[C:19]([C:23]([F:24])([F:26])[F:25])[CH:18]=3)(=[O:15])=[O:16])[CH2:11][CH2:10][O:9]2)=[CH:4][CH:3]=1. The yield is 0.200. (5) The reactants are [CH2:1]([C@@H:8]1[NH:13][CH2:12][CH2:11][N:10]([C:14]2[CH:19]=[CH:18][C:17]([O:20][CH3:21])=[C:16]([O:22][CH:23]3[CH2:27][CH2:26][CH2:25][CH2:24]3)[CH:15]=2)[CH2:9]1)[C:2]1[CH:7]=[CH:6][CH:5]=[CH:4][CH:3]=1.C(N(C(C)C)CC)(C)C.[C:37]([O:41][C:42]([NH:44][C@H:45]([C:49]([OH:52])([CH3:51])[CH3:50])[C:46](O)=[O:47])=[O:43])([CH3:40])([CH3:39])[CH3:38].CN(C(ON1N=NC2C=CC=NC1=2)=[N+](C)C)C.F[P-](F)(F)(F)(F)F. The catalyst is C(Cl)Cl.CN(C=O)C. The product is [C:37]([O:41][C:42](=[O:43])[NH:44][C@@H:45]([C:46]([N:13]1[CH2:12][CH2:11][N:10]([C:14]2[CH:19]=[CH:18][C:17]([O:20][CH3:21])=[C:16]([O:22][CH:23]3[CH2:27][CH2:26][CH2:25][CH2:24]3)[CH:15]=2)[CH2:9][C@@H:8]1[CH2:1][C:2]1[CH:3]=[CH:4][CH:5]=[CH:6][CH:7]=1)=[O:47])[C:49]([OH:52])([CH3:50])[CH3:51])([CH3:40])([CH3:38])[CH3:39]. The yield is 0.690. (6) The reactants are [N:1]12[CH2:8][CH2:7][CH:4]([CH2:5][CH2:6]1)[C@@H:3]([O:9][C:10](=[O:39])[NH:11][C:12]1[CH:17]=[C:16](/[CH:18]=[CH:19]/[CH2:20][N:21]3[C:25]4[CH:26]=[CH:27][C:28]([CH:30]=O)=[CH:29][C:24]=4[O:23][C:22]3=[O:32])[CH:15]=[CH:14][C:13]=1[C:33]1[CH:38]=[CH:37][CH:36]=[CH:35][CH:34]=1)[CH2:2]2.C(O)(=O)C.[NH2:44][CH2:45][C@@H:46]([C:55]1[CH:64]=[CH:63][C:62]([OH:65])=[C:61]2[C:56]=1[CH:57]=[CH:58][C:59](=[O:66])[NH:60]2)[O:47][Si:48]([C:51]([CH3:54])([CH3:53])[CH3:52])([CH3:50])[CH3:49].CCN(C(C)C)C(C)C.C(O[BH-](OC(=O)C)OC(=O)C)(=O)C.[Na+]. The catalyst is CO.C(Cl)(Cl)Cl. The product is [N:1]12[CH2:6][CH2:5][CH:4]([CH2:7][CH2:8]1)[C@@H:3]([O:9][C:10](=[O:39])[NH:11][C:12]1[CH:17]=[C:16](/[CH:18]=[CH:19]/[CH2:20][N:21]3[C:25]4[CH:26]=[CH:27][C:28]([CH2:30][NH:44][CH2:45][C@H:46]([O:47][Si:48]([C:51]([CH3:54])([CH3:53])[CH3:52])([CH3:50])[CH3:49])[C:55]5[CH:64]=[CH:63][C:62]([OH:65])=[C:61]6[C:56]=5[CH:57]=[CH:58][C:59](=[O:66])[NH:60]6)=[CH:29][C:24]=4[O:23][C:22]3=[O:32])[CH:15]=[CH:14][C:13]=1[C:33]1[CH:38]=[CH:37][CH:36]=[CH:35][CH:34]=1)[CH2:2]2. The yield is 0.600. (7) The reactants are [CH3:1][C:2]1([CH3:16])[O:15][C:6]2=[C:7]([CH3:14])[N:8]=[CH:9][C:10]([CH2:11][CH2:12][NH2:13])=[C:5]2[CH2:4][O:3]1.[C:17]([C:19]1[CH:27]=[CH:26][C:22]([C:23](O)=[O:24])=[CH:21][CH:20]=1)#[N:18]. No catalyst specified. The product is [C:17]([C:19]1[CH:27]=[CH:26][C:22]([C:23]([NH:13][CH2:12][CH2:11][C:10]2[CH:9]=[N:8][C:7]([CH3:14])=[C:6]3[O:15][C:2]([CH3:16])([CH3:1])[O:3][CH2:4][C:5]=23)=[O:24])=[CH:21][CH:20]=1)#[N:18]. The yield is 0.430. (8) The reactants are [N:1]1[C:10]2[C:5](=[C:6]([O:11][C:12]3[CH:17]=[CH:16][N:15]=[C:14]([NH2:18])[CH:13]=3)[CH:7]=[CH:8][CH:9]=2)[CH:4]=[CH:3][CH:2]=1.Cl[C:20]1[C:25]([N:26]=[C:27]=[S:28])=[CH:24][CH:23]=[CH:22][N:21]=1. No catalyst specified. The product is [N:1]1[C:10]2[C:5](=[C:6]([O:11][C:12]3[CH:17]=[CH:16][N:15]=[C:14]([NH:18][C:27]4[S:28][C:20]5[C:25]([N:26]=4)=[CH:24][CH:23]=[CH:22][N:21]=5)[CH:13]=3)[CH:7]=[CH:8][CH:9]=2)[CH:4]=[CH:3][CH:2]=1. The yield is 0.0383. (9) The reactants are Cl.Cl.[NH2:3][CH2:4][CH2:5][N:6]1[CH2:11][CH2:10][C:9](=[C:12]2[C:18]3[CH:19]=[CH:20][CH:21]=[CH:22][C:17]=3[CH:16]=[CH:15][C:14]3[CH:23]=[CH:24][CH:25]=[CH:26][C:13]2=3)[CH2:8][CH2:7]1.[C:27]([O:31][C:32]([N:34]1[CH2:42][CH2:41][CH:37]([C:38](O)=[O:39])[CH2:36][CH2:35]1)=[O:33])([CH3:30])([CH3:29])[CH3:28].C(N(CC)CC)C.Cl.C(N=C=NCCCN(C)C)C. No catalyst specified. The product is [C:27]([O:31][C:32]([N:34]1[CH2:42][CH2:41][CH:37]([C:38]([NH:3][CH2:4][CH2:5][N:6]2[CH2:11][CH2:10][C:9](=[C:12]3[C:18]4[CH:19]=[CH:20][CH:21]=[CH:22][C:17]=4[CH:16]=[CH:15][C:14]4[CH:23]=[CH:24][CH:25]=[CH:26][C:13]3=4)[CH2:8][CH2:7]2)=[O:39])[CH2:36][CH2:35]1)=[O:33])([CH3:30])([CH3:28])[CH3:29]. The yield is 0.630. (10) The reactants are [F:1][C:2]1[CH:3]=[C:4]([NH:24][C:25]([NH:27][C:28](=[O:37])[CH2:29][C:30]2[CH:35]=[CH:34][C:33]([F:36])=[CH:32][CH:31]=2)=[O:26])[CH:5]=[CH:6][C:7]=1[O:8][C:9]1[CH:14]=[CH:13][N:12]=[C:11]2[NH:15][CH:16]=[C:17]([C:18](=[O:23])C(Cl)(Cl)Cl)[C:10]=12.[NH2:38][CH2:39][C:40]1[CH:41]=[N:42][CH:43]=[CH:44][CH:45]=1. The catalyst is CN(C=O)C. The product is [N:42]1[CH:43]=[CH:44][CH:45]=[C:40]([CH2:39][NH:38][C:18]([C:17]2[C:10]3[C:11](=[N:12][CH:13]=[CH:14][C:9]=3[O:8][C:7]3[CH:6]=[CH:5][C:4]([NH:24][C:25]([NH:27][C:28](=[O:37])[CH2:29][C:30]4[CH:35]=[CH:34][C:33]([F:36])=[CH:32][CH:31]=4)=[O:26])=[CH:3][C:2]=3[F:1])[NH:15][CH:16]=2)=[O:23])[CH:41]=1. The yield is 0.640.